This data is from Catalyst prediction with 721,799 reactions and 888 catalyst types from USPTO. The task is: Predict which catalyst facilitates the given reaction. Reactant: [NH2:1][OH:2].[CH3:3][C:4]1[N:8]=[C:7]([N:9]([C:19]2[CH:24]=[CH:23][CH:22]=[CH:21][N:20]=2)[CH2:10][CH2:11][CH2:12][CH2:13][CH2:14][CH2:15][C:16]([O-])=[O:17])[S:6][N:5]=1.C(OC(=O)CCCCCCN(C1SN=C(C)N=1)C1C=CC=CN=1)C.[OH-].[K+]. Product: [OH:2][NH:1][C:16](=[O:17])[CH2:15][CH2:14][CH2:13][CH2:12][CH2:11][CH2:10][N:9]([C:7]1[S:6][N:5]=[C:4]([CH3:3])[N:8]=1)[C:19]1[CH:24]=[CH:23][CH:22]=[CH:21][N:20]=1. The catalyst class is: 5.